This data is from Peptide-MHC class II binding affinity with 134,281 pairs from IEDB. The task is: Regression. Given a peptide amino acid sequence and an MHC pseudo amino acid sequence, predict their binding affinity value. This is MHC class II binding data. The peptide sequence is SQEYSGSVANEANVK. The MHC is H-2-IAb with pseudo-sequence H-2-IAb. The binding affinity (normalized) is 0.594.